From a dataset of Catalyst prediction with 721,799 reactions and 888 catalyst types from USPTO. Predict which catalyst facilitates the given reaction. The catalyst class is: 10. Product: [C:19]([C:23]1[CH:24]=[CH:25][C:26]([C:27]([NH:12][C:7]2[C:8]([NH2:11])=[CH:9][CH:10]=[C:5]([C:3]([O:2][CH3:1])=[O:4])[CH:6]=2)=[O:28])=[CH:30][CH:31]=1)([CH3:22])([CH3:20])[CH3:21]. Reactant: [CH3:1][O:2][C:3]([C:5]1[CH:6]=[C:7]([NH2:12])[C:8]([NH2:11])=[CH:9][CH:10]=1)=[O:4].N1C=CC=CC=1.[C:19]([C:23]1[CH:31]=[CH:30][C:26]([C:27](Cl)=[O:28])=[CH:25][CH:24]=1)([CH3:22])([CH3:21])[CH3:20].